Dataset: Full USPTO retrosynthesis dataset with 1.9M reactions from patents (1976-2016). Task: Predict the reactants needed to synthesize the given product. (1) The reactants are: C(OC([N:8]=[C:9]([C@H:11]1[C@@H:15](/[CH:16]=[CH:17]/[CH2:18][CH2:19][CH2:20][CH2:21][CH2:22][CH2:23][CH2:24][CH2:25][CH2:26][CH2:27][CH2:28][CH2:29][CH3:30])[O:14]C(C)(C)[N:12]1C(OC(C)(C)C)=O)[NH2:10])=O)(C)(C)C.[ClH:40]. Given the product [ClH:40].[ClH:40].[NH2:12][C@H:11]([C@H:15]([OH:14])/[CH:16]=[CH:17]/[CH2:18][CH2:19][CH2:20][CH2:21][CH2:22][CH2:23][CH2:24][CH2:25][CH2:26][CH2:27][CH2:28][CH2:29][CH3:30])[C:9](=[NH:8])[NH2:10], predict the reactants needed to synthesize it. (2) Given the product [CH3:20][C:6]1[N:5]=[CH:4][N:3]=[C:2]([NH:1][CH2:29][C:30]2[O:34][C:33]([C:35]([O:37][CH2:38][CH3:39])=[O:36])=[CH:32][CH:31]=2)[C:7]=1[C:8]#[C:9][C:10]1[CH:11]=[CH:12][C:13]([C:16]([F:19])([F:17])[F:18])=[CH:14][CH:15]=1, predict the reactants needed to synthesize it. The reactants are: [NH2:1][C:2]1[C:7]([C:8]#[C:9][C:10]2[CH:15]=[CH:14][C:13]([C:16]([F:19])([F:18])[F:17])=[CH:12][CH:11]=2)=[C:6]([CH3:20])[N:5]=[CH:4][N:3]=1.C(N(CC)CC)C.Cl[CH2:29][C:30]1[O:34][C:33]([C:35]([O:37][CH2:38][CH3:39])=[O:36])=[CH:32][CH:31]=1. (3) Given the product [CH:17]1(/[CH:22]=[C:11]2/[C:2](=[O:1])[C:3]3[CH:4]=[CH:5][C:6]([C:12]([O:14][CH2:15][CH3:16])=[O:13])=[N:7][C:8]=3[CH2:9][CH2:10]/2)[CH2:21][CH2:20][CH2:19][CH2:18]1, predict the reactants needed to synthesize it. The reactants are: [O:1]=[C:2]1[CH2:11][CH2:10][CH2:9][C:8]2[N:7]=[C:6]([C:12]([O:14][CH2:15][CH3:16])=[O:13])[CH:5]=[CH:4][C:3]1=2.[CH:17]1([CH:22]=O)[CH2:21][CH2:20][CH2:19][CH2:18]1.N1CCCC1. (4) Given the product [CH3:1][O:2][CH2:3][CH2:4][O:5][CH2:6][CH2:7][O:8][CH2:9][CH2:10][O:11][S:20]([CH3:19])(=[O:22])=[O:21], predict the reactants needed to synthesize it. The reactants are: [CH3:1][O:2][CH2:3][CH2:4][O:5][CH2:6][CH2:7][O:8][CH2:9][CH2:10][OH:11].C(N(CC)CC)C.[CH3:19][S:20](Cl)(=[O:22])=[O:21].[Cl-]. (5) Given the product [C:11]([CH:15]1[CH2:20][CH2:19][CH:18]([O:21][C:22]2[CH:23]=[C:24]3[C:29](=[CH:30][CH:31]=2)[CH:28]=[C:27]([CH2:32][N:5]2[CH2:6][CH2:7][C:2]([OH:1])([C:8]([OH:10])=[O:9])[CH2:3][CH2:4]2)[CH:26]=[CH:25]3)[CH2:17][CH2:16]1)([CH3:14])([CH3:13])[CH3:12], predict the reactants needed to synthesize it. The reactants are: [OH:1][C:2]1([C:8]([OH:10])=[O:9])[CH2:7][CH2:6][NH:5][CH2:4][CH2:3]1.[C:11]([CH:15]1[CH2:20][CH2:19][CH:18]([O:21][C:22]2[CH:23]=[C:24]3[C:29](=[CH:30][CH:31]=2)[CH:28]=[C:27]([CH2:32]N2CCC(CC)(C(O)=O)CC2)[CH:26]=[CH:25]3)[CH2:17][CH2:16]1)([CH3:14])([CH3:13])[CH3:12].C(C1CCC(OC2C=C3C(=CC=2)C=C(C=O)C=C3)CC1)(C)(C)C.C(O)(=O)C.C([BH3-])#N.[Na+]. (6) The reactants are: [Cl:1][C:2]1[N:10]=[C:9]([Cl:11])[CH:8]=[CH:7][C:3]=1[C:4](O)=[O:5].F[P-](F)(F)(F)(F)F.[N:19]1([O:28][C:29](N(C)C)=[N+](C)C)[C:23]2C=CC=CC=2N=N1.O.ON1C2C=CC=CC=2N=N1.C(N(CC)C(C)C)(C)C.Cl.CNOC. Given the product [Cl:1][C:2]1[N:10]=[C:9]([Cl:11])[CH:8]=[CH:7][C:3]=1[C:4]([N:19]([O:28][CH3:29])[CH3:23])=[O:5], predict the reactants needed to synthesize it. (7) The reactants are: ClC1[C:7]([C:8]([NH2:10])=O)=[CH:6][N:5]=C(Cl)C=1.F[C:13](F)(F)[C:14]1[CH:15]=[C:16]([CH:26]=[CH:27][CH:28]=1)OOC1C=CC(O)=CC=1.[C:31](OC(=O)N[C@H]1CCNC1)(C)(C)[CH3:32].C(O)(=[O:47])C=C.[C:49]([C:52]1[CH:53]=[CH:54][C:55]([C:72]2[CH2:77][CH2:76][N:75]([C:78]([O:80]C(C)(C)C)=O)[CH2:74]C=2)=[N:56][C:57]=1NC1C=CC(CCN2CCCC2)=CC=1)(=[O:51])[NH2:50]. Given the product [C:78]([N:75]1[CH2:76][CH2:77][CH:72]([C:55]2[CH:54]=[C:53]([O:47][C:7]3[CH:8]=[N:10][N:5]([CH2:13][C:14]4[CH:28]=[CH:27][CH:26]=[CH:16][CH:15]=4)[CH:6]=3)[C:52]([C:49]([NH2:50])=[O:51])=[CH:57][N:56]=2)[CH2:74]1)(=[O:80])[CH:31]=[CH2:32], predict the reactants needed to synthesize it. (8) Given the product [NH2:36][C:34]([C:33]1[CH:37]=[CH:38][C:39]([CH2:41][N:42]([CH3:43])[CH3:44])=[CH:40][C:32]=1[NH:31][C:12]([C@H:11]([NH:15][C:16]([N:18]1[CH2:19][CH2:20][CH:21]([C:24]2[CH:29]=[CH:28][CH:27]=[CH:26][CH:25]=2)[CH2:22][CH2:23]1)=[O:17])[C@H:10]([C:3]1[C:4]2[C:9](=[CH:8][CH:7]=[CH:6][CH:5]=2)[NH:1][CH:2]=1)[CH3:30])=[O:13])=[O:35], predict the reactants needed to synthesize it. The reactants are: [NH:1]1[C:9]2[C:4](=[CH:5][CH:6]=[CH:7][CH:8]=2)[C:3]([C@H:10]([CH3:30])[C@@H:11]([NH:15][C:16]([N:18]2[CH2:23][CH2:22][CH:21]([C:24]3[CH:29]=[CH:28][CH:27]=[CH:26][CH:25]=3)[CH2:20][CH2:19]2)=[O:17])[C:12](O)=[O:13])=[CH:2]1.[NH2:31][C:32]1[CH:40]=[C:39]([CH2:41][N:42]([CH3:44])[CH3:43])[CH:38]=[CH:37][C:33]=1[C:34]([NH2:36])=[O:35].F[P-](F)(F)(F)(F)F.N1(OC(N(C)C)=[N+](C)C)C2N=CC=CC=2N=N1.C(=O)([O-])O.[Na+].